This data is from Forward reaction prediction with 1.9M reactions from USPTO patents (1976-2016). The task is: Predict the product of the given reaction. (1) The product is: [CH2:1]([O:8][C:9]1[CH:10]=[CH:11][C:12]([C:15]2[CH:20]=[CH:19][C:18]([C:21]3[CH:22]=[CH:23][C:24]([O:27][CH:36]([CH3:40])[C:37](=[O:39])[CH3:38])=[CH:25][CH:26]=3)=[C:17]([F:28])[CH:16]=2)=[CH:13][CH:14]=1)[C:2]1[CH:3]=[CH:4][CH:5]=[CH:6][CH:7]=1. Given the reactants [CH2:1]([O:8][C:9]1[CH:14]=[CH:13][C:12]([C:15]2[CH:20]=[CH:19][C:18]([C:21]3[CH:26]=[CH:25][C:24]([OH:27])=[CH:23][CH:22]=3)=[C:17]([F:28])[CH:16]=2)=[CH:11][CH:10]=1)[C:2]1[CH:7]=[CH:6][CH:5]=[CH:4][CH:3]=1.C(=O)([O-])[O-].[K+].[K+].Cl[CH:36]([CH3:40])[C:37](=[O:39])[CH3:38].O, predict the reaction product. (2) Given the reactants [NH2:1][C:2]1[CH:3]=[C:4]([CH2:8][N:9]2[CH2:14][CH2:13][N:12]([C:15]3[C:20]([C:21]([O:23][CH:24]([CH3:26])[CH3:25])=[O:22])=[CH:19][CH:18]=[CH:17][N:16]=3)[CH2:11][CH2:10]2)[CH:5]=[CH:6][CH:7]=1.[C:27](O)(=[O:34])[C:28]1[CH:33]=[CH:32][CH:31]=[CH:30][CH:29]=1.CCN=C=NCCCN(C)C.C1C=CC2N(O)N=NC=2C=1, predict the reaction product. The product is: [C:28]1([C:27]([NH:1][C:2]2[CH:3]=[C:4]([CH2:8][N:9]3[CH2:14][CH2:13][N:12]([C:15]4[C:20]([C:21]([O:23][CH:24]([CH3:26])[CH3:25])=[O:22])=[CH:19][CH:18]=[CH:17][N:16]=4)[CH2:11][CH2:10]3)[CH:5]=[CH:6][CH:7]=2)=[O:34])[CH:33]=[CH:32][CH:31]=[CH:30][CH:29]=1. (3) Given the reactants [OH:1][C:2]1[CH:15]=[CH:14][C:5]2[NH:6][C:7]([NH:9][C:10](=[O:13])OC)=[N:8][C:4]=2[CH:3]=1.[CH:16]1([NH2:19])[CH2:18][CH2:17]1, predict the reaction product. The product is: [CH:16]1([NH:19][C:10]([NH:9][C:7]2[NH:6][C:5]3[CH:14]=[CH:15][C:2]([OH:1])=[CH:3][C:4]=3[N:8]=2)=[O:13])[CH2:18][CH2:17]1. (4) Given the reactants [Br:1][C:2]1[C:11]2[C:10]([CH3:13])([CH3:12])[CH2:9][CH:8]=[C:7]([C:14]([CH3:17])([CH3:16])[CH3:15])[C:6]=2[CH:5]=[C:4](/[C:18](/[CH3:23])=[C:19](/[F:22])\[CH2:20][OH:21])[C:3]=1[O:24][CH2:25][CH3:26].C[N+]1([O-])CCOCC1.ClCCl, predict the reaction product. The product is: [Br:1][C:2]1[C:11]2[C:10]([CH3:13])([CH3:12])[CH2:9][CH:8]=[C:7]([C:14]([CH3:15])([CH3:16])[CH3:17])[C:6]=2[CH:5]=[C:4](/[C:18](/[CH3:23])=[C:19](/[F:22])\[CH:20]=[O:21])[C:3]=1[O:24][CH2:25][CH3:26]. (5) Given the reactants C([O:4][CH2:5][C@@H:6]1[C@@H:11]([O:12]C(=O)C)[C@H:10]([O:16]C(=O)C)[C@H:9]([O:20]C(=O)C)[C@@H:8]([C:24]2[CH:29]=[CH:28][C:27]([O:30][CH3:31])=[C:26]([C:32]#[C:33][Si](C)(C)C)[CH:25]=2)[O:7]1)(=O)C.C[O-].[Na+], predict the reaction product. The product is: [C:32]([C:26]1[CH:25]=[C:24]([C@@H:8]2[C@@H:9]([OH:20])[C@@H:10]([OH:16])[C@H:11]([OH:12])[C@@H:6]([CH2:5][OH:4])[O:7]2)[CH:29]=[CH:28][C:27]=1[O:30][CH3:31])#[CH:33]. (6) Given the reactants C[Si:2]([CH3:11])([O:7][CH2:8][CH2:9][SH:10])[O:3][CH2:4][CH2:5][SH:6].C(N(CC)CC)C.ClC([SiH3])(Cl)Cl.[SH:24][CH2:25][CH2:26][OH:27], predict the reaction product. The product is: [CH3:11][Si:2]([O:3][CH2:4][CH2:5][SH:6])([O:7][CH2:8][CH2:9][SH:10])[O:27][CH2:26][CH2:25][SH:24].